This data is from Reaction yield outcomes from USPTO patents with 853,638 reactions. The task is: Predict the reaction yield, written as a fraction of the theoretical maximum amount of product (1.0 means a 100% yield; for example, 0.34 means a 34% yield). The yield is 0.168. The reactants are [Cl:1][C:2]1[CH:3]=[C:4]([S:11](Cl)(=[O:13])=[O:12])[S:5][C:6]=1[CH2:7][CH2:8][O:9][CH3:10].[O:15]([C:17]#[N:18])[Na].N1C=CC=CC=1.[Br:25][C:26]1[CH:31]=[C:30]([NH2:32])[N:29]=[C:28]([NH2:33])[CH:27]=1. The product is [NH2:33][C:28]1[N:29]=[C:30]([NH:32][C:17]([NH:18][S:11]([C:4]2[S:5][C:6]([CH2:7][CH2:8][O:9][CH3:10])=[C:2]([Cl:1])[CH:3]=2)(=[O:13])=[O:12])=[O:15])[CH:31]=[C:26]([Br:25])[CH:27]=1. The catalyst is C(#N)C.